Dataset: Reaction yield outcomes from USPTO patents with 853,638 reactions. Task: Predict the reaction yield, written as a fraction of the theoretical maximum amount of product (1.0 means a 100% yield; for example, 0.34 means a 34% yield). (1) The reactants are C(N(CC)CC)C.ClCCl.N1(O[P+](N(C)C)(N(C)C)N(C)C)C2C=CC=CC=2N=N1.[CH2:31]([O:38][C:39]([NH:41][C@@H:42]([CH2:46][CH2:47][NH:48][C:49]1[N:57]2[C:53](=[N:54][C:55]3[CH:61]=[CH:60][CH:59]=[CH:58][C:56]=32)[C:52]([C:62]#[N:63])=[C:51]([CH3:64])[C:50]=1[CH2:65][CH3:66])[C:43](O)=[O:44])=[O:40])[C:32]1[CH:37]=[CH:36][CH:35]=[CH:34][CH:33]=1. The catalyst is ClCCl.CN(C)C=O. The product is [CH2:31]([O:38][C:39]([NH:41][C@H:42]1[CH2:46][CH2:47][N:48]([C:49]2[N:57]3[C:53](=[N:54][C:55]4[CH:61]=[CH:60][CH:59]=[CH:58][C:56]=43)[C:52]([C:62]#[N:63])=[C:51]([CH3:64])[C:50]=2[CH2:65][CH3:66])[C:43]1=[O:44])=[O:40])[C:32]1[CH:37]=[CH:36][CH:35]=[CH:34][CH:33]=1. The yield is 0.440. (2) The reactants are [NH2:1][C:2]1[N:7]=[C:6]([NH2:8])[C:5]([O:9][C:10]2[C:11]([CH:21]([CH3:23])[CH3:22])=[CH:12][C:13]([O:19][CH3:20])=[C:14]([CH:18]=2)[C:15]([NH2:17])=[S:16])=[CH:4][N:3]=1.C([O-])(O)=O.[Na+].[CH3:29][C:30](O)=O. The catalyst is C(OC(OCC)CBr)C.CC1C=CC(S(O)(=O)=O)=CC=1. The product is [CH:21]([C:11]1[CH:12]=[C:13]([O:19][CH3:20])[C:14]([C:15]2[S:16][CH:29]=[CH:30][N:17]=2)=[CH:18][C:10]=1[O:9][C:5]1[C:6]([NH2:8])=[N:7][C:2]([NH2:1])=[N:3][CH:4]=1)([CH3:23])[CH3:22]. The yield is 0.280. (3) The reactants are C1(C)C=CC(S([O-])(=O)=O)=CC=1.[CH2:12]([N+:16]1[C:24]2[CH:23]=[CH:22][C:21]3[CH:25]=[CH:26][CH:27]=[CH:28][C:20]=3[C:19]=2[C:18]([CH3:30])([CH3:29])[C:17]=1[CH:31]=[CH:32][C:33]1[CH2:37][CH2:36][C:35](=[CH:38][CH:39]=[C:40]2[C:48]([CH3:50])([CH3:49])[C:47]3[C:46]4[CH:51]=[CH:52][CH:53]=[CH:54][C:45]=4[CH:44]=[CH:43][C:42]=3[N:41]2CCCC)[C:34]=1[S:59]([C:62]1[CH:67]=[CH:66][CH:65]=[CH:64][CH:63]=1)(=[O:61])=[O:60])[CH2:13][CH2:14][CH3:15].[N-:68]([S:76]([C:79]([F:82])([F:81])[F:80])(=[O:78])=[O:77])[S:69]([C:72]([F:75])([F:74])[F:73])(=[O:71])=[O:70].[Li+].C(C(C)=O)C(C)C. The catalyst is O. The product is [N-:68]([S:69]([C:72]([F:75])([F:73])[F:74])(=[O:71])=[O:70])[S:76]([C:79]([F:82])([F:81])[F:80])(=[O:78])=[O:77].[CH2:12]([N:16]1[C:24]2[CH:23]=[CH:22][C:21]3[CH:25]=[CH:26][CH:27]=[CH:28][C:20]=3[C:19]=2[C:18]([CH3:29])([CH3:30])[C:17]1=[CH:31][CH:32]=[C:33]1[CH2:37][CH2:36][C:35]([CH:38]=[CH:39][C:40]2[C:48]([CH3:49])([CH3:50])[C:47]3[C:46]4[CH:51]=[CH:52][CH:53]=[CH:54][C:45]=4[CH:44]=[CH:43][C:42]=3[NH+:41]=2)=[C:34]1[S:59]([C:62]1[CH:63]=[CH:64][CH:65]=[CH:66][CH:67]=1)(=[O:61])=[O:60])[CH2:13][CH2:14][CH3:15]. The yield is 0.870. (4) The reactants are [CH2:1]([N:5]([CH2:27][CH2:28][CH2:29][CH3:30])[C:6]1[CH:11]=[CH:10][C:9]([CH:12]=[CH:13][C:14]2[CH2:19][C:18]([CH3:21])([CH3:20])[CH2:17][C:16](=[CH:22][CH:23]=O)[CH:15]=2)=[C:8]([O:25][CH3:26])[CH:7]=1)[CH2:2][CH2:3][CH3:4].[C:31]([C:33]1[C:34](=[C:49]([C:52]#[N:53])[C:50]#[N:51])[O:35][C:36]([C:43]2[CH:48]=[CH:47][CH:46]=[CH:45][CH:44]=2)([C:39]([F:42])([F:41])[F:40])[C:37]=1[CH3:38])#[N:32]. No catalyst specified. The product is [CH2:27]([N:5]([CH2:1][CH2:2][CH2:3][CH3:4])[C:6]1[CH:11]=[CH:10][C:9]([CH:12]=[CH:13][C:14]2[CH2:19][C:18]([CH3:20])([CH3:21])[CH2:17][C:16](=[CH:22][CH:23]=[CH:38][C:37]3[C:36]([C:43]4[CH:48]=[CH:47][CH:46]=[CH:45][CH:44]=4)([C:39]([F:42])([F:40])[F:41])[O:35][C:34](=[C:49]([C:52]#[N:53])[C:50]#[N:51])[C:33]=3[C:31]#[N:32])[CH:15]=2)=[C:8]([O:25][CH3:26])[CH:7]=1)[CH2:28][CH2:29][CH3:30]. The yield is 0.768. (5) The reactants are [CH3:1][C:2]1[N:7]=[CH:6][C:5]([C:8]2[CH:13]=[CH:12][NH:11][C:10](=[O:14])[CH:9]=2)=[CH:4][CH:3]=1.Br[C:16]1[CH:17]=[CH:18][C:19]2[C:20]3[CH2:29][N:28]([C:30]([O:32][C:33]([CH3:36])([CH3:35])[CH3:34])=[O:31])[CH2:27][CH2:26][C:21]=3[N:22]([CH3:25])[C:23]=2[CH:24]=1. No catalyst specified. The product is [CH3:25][N:22]1[C:23]2[CH:24]=[C:16]([N:11]3[CH:12]=[CH:13][C:8]([C:5]4[CH:6]=[N:7][C:2]([CH3:1])=[CH:3][CH:4]=4)=[CH:9][C:10]3=[O:14])[CH:17]=[CH:18][C:19]=2[C:20]2[CH2:29][N:28]([C:30]([O:32][C:33]([CH3:36])([CH3:35])[CH3:34])=[O:31])[CH2:27][CH2:26][C:21]1=2. The yield is 0.580. (6) The reactants are [C:1]([O:5][C:6]([N:8]1[CH2:16][C:15]2[C:10](=[CH:11][CH:12]=[C:13](Br)[CH:14]=2)[CH2:9]1)=[O:7])([CH3:4])([CH3:3])[CH3:2].C1C=CC(P(C2C=CC=CC=2)CCCP(C2C=CC=CC=2)C2C=CC=CC=2)=CC=1.CO.CS(C)=O.C[CH2:54][O:55][C:56](C)=[O:57].CCCCCC. The catalyst is CC([O-])=O.CC([O-])=O.[Pd+2]. The product is [CH3:54][O:55][C:56]([C:13]1[CH:14]=[C:15]2[C:10](=[CH:11][CH:12]=1)[CH2:9][N:8]([C:6]([O:5][C:1]([CH3:4])([CH3:3])[CH3:2])=[O:7])[CH2:16]2)=[O:57]. The yield is 0.810. (7) The reactants are [CH3:1][O:2][C:3]1[CH:8]=[CH:7][C:6]([C:9]([CH3:16])([CH3:15])[CH2:10][CH2:11][C:12]([OH:14])=O)=[CH:5][C:4]=1[CH3:17]. The catalyst is CS(O)(=O)=O. The product is [CH3:1][O:2][C:3]1[CH:8]=[C:7]2[C:6]([C:9]([CH3:16])([CH3:15])[CH2:10][CH2:11][C:12]2=[O:14])=[CH:5][C:4]=1[CH3:17]. The yield is 0.540. (8) The reactants are [F:1][C:2]1[CH:7]=[C:6]([F:8])[CH:5]=[CH:4][C:3]=1[C:9]([OH:30])([CH2:24][N:25]1[CH:29]=[N:28][N:27]=[N:26]1)[C:10]([C:13]1[N:18]=[CH:17][C:16](/[CH:19]=[CH:20]\[C:21](=[O:23])[CH3:22])=[CH:15][CH:14]=1)([F:12])[F:11]. The catalyst is CO.[Pd]. The product is [F:1][C:2]1[CH:7]=[C:6]([F:8])[CH:5]=[CH:4][C:3]=1[C:9]([OH:30])([CH2:24][N:25]1[CH:29]=[N:28][N:27]=[N:26]1)[C:10]([C:13]1[N:18]=[CH:17][C:16]([CH2:19][CH2:20][C:21](=[O:23])[CH3:22])=[CH:15][CH:14]=1)([F:11])[F:12]. The yield is 0.530. (9) The reactants are [H-].[Na+].P(=O)([O-])O[C:5]([CH2:17][CH3:18])(CC)[C:6]1[CH:11]=[CH:10][C:9]([F:12])=[CH:8][C:7]=1[C:13]#[N:14].[F:21][C:22]1[CH:29]=[CH:28]C(C=O)=[CH:24][CH:23]=1.[Na+].[Cl-]. The catalyst is CN(C=O)C.O. The product is [F:21][C:22]1[CH:29]=[CH:28][C:18]([CH:17]=[CH:5][C:6]2[CH:11]=[CH:10][C:9]([F:12])=[CH:8][C:7]=2[C:13]#[N:14])=[CH:24][CH:23]=1. The yield is 0.232.